From a dataset of Full USPTO retrosynthesis dataset with 1.9M reactions from patents (1976-2016). Predict the reactants needed to synthesize the given product. Given the product [F:25][C:22]1[CH:23]=[CH:24][C:19]([C:16]2([C:26]3[CH:31]=[CH:30][C:29]([F:32])=[CH:28][CH:27]=3)[CH2:17][CH2:18][N:14]([CH2:13][C:11]3[O:10][N:9]=[C:8]([C:5]4[CH:6]=[CH:7][C:2]([C:40]#[N:41])=[CH:3][CH:4]=4)[N:12]=3)[C:15]2=[O:33])=[CH:20][CH:21]=1, predict the reactants needed to synthesize it. The reactants are: Br[C:2]1[CH:7]=[CH:6][C:5]([C:8]2[N:12]=[C:11]([CH2:13][N:14]3[CH2:18][CH2:17][C:16]([C:26]4[CH:31]=[CH:30][C:29]([F:32])=[CH:28][CH:27]=4)([C:19]4[CH:24]=[CH:23][C:22]([F:25])=[CH:21][CH:20]=4)[C:15]3=[O:33])[O:10][N:9]=2)=[CH:4][CH:3]=1.C(=O)([O-])[O-].[Na+].[Na+].[CH3:40][N:41](C)C(=O)C.